This data is from Catalyst prediction with 721,799 reactions and 888 catalyst types from USPTO. The task is: Predict which catalyst facilitates the given reaction. (1) Reactant: Cl[C:2]1[C:11]2[C:6](=[CH:7][C:8]([S:12]([N:15]([CH2:21][C:22]3[CH:27]=[CH:26][C:25]([O:28][CH3:29])=[CH:24][CH:23]=3)[C:16]3[S:17][CH:18]=[N:19][N:20]=3)(=[O:14])=[O:13])=[CH:9][CH:10]=2)[C:5](=[O:30])[NH:4][N:3]=1.[Cl:31][C:32]1[CH:37]=[CH:36][C:35](B(O)O)=[C:34]([O:41][CH3:42])[CH:33]=1.C(=O)([O-])[O-].[K+].[K+]. Product: [Cl:31][C:32]1[CH:37]=[CH:36][C:35]([C:2]2[C:11]3[C:6](=[CH:7][C:8]([S:12]([N:15]([CH2:21][C:22]4[CH:27]=[CH:26][C:25]([O:28][CH3:29])=[CH:24][CH:23]=4)[C:16]4[S:17][CH:18]=[N:19][N:20]=4)(=[O:14])=[O:13])=[CH:9][CH:10]=3)[C:5](=[O:30])[NH:4][N:3]=2)=[C:34]([O:41][CH3:42])[CH:33]=1. The catalyst class is: 73. (2) Reactant: [CH3:1][O:2][C:3]1[CH:4]=[C:5]([C@:11]([CH:24]([CH3:26])[CH3:25])([CH2:14][CH2:15][CH2:16][N:17]([CH3:23])[CH2:18][CH2:19][CH:20]([CH3:22])[CH3:21])[C:12]#[N:13])[CH:6]=[CH:7][C:8]=1[O:9][CH3:10].[ClH:27].O1CCOCC1. Product: [ClH:27].[CH3:1][O:2][C:3]1[CH:4]=[C:5]([C@:11]([CH:24]([CH3:26])[CH3:25])([CH2:14][CH2:15][CH2:16][N:17]([CH3:23])[CH2:18][CH2:19][CH:20]([CH3:22])[CH3:21])[C:12]#[N:13])[CH:6]=[CH:7][C:8]=1[O:9][CH3:10]. The catalyst class is: 12.